From a dataset of Reaction yield outcomes from USPTO patents with 853,638 reactions. Predict the reaction yield, written as a fraction of the theoretical maximum amount of product (1.0 means a 100% yield; for example, 0.34 means a 34% yield). (1) The reactants are C(OC([N:8]1[CH2:12][CH2:11][CH:10]([CH2:13][C:14](=[O:18])[N:15]([CH3:17])[CH3:16])[CH2:9]1)=O)(C)(C)C.ClC1N=C(Cl)N=C(OC)N=1.CN1CCOCC1.CNC.FC(F)(F)C(O)=O. The catalyst is O1CCCC1.ClCCl.O. The product is [CH3:17][N:15]([CH3:16])[C:14](=[O:18])[CH2:13][CH:10]1[CH2:11][CH2:12][NH:8][CH2:9]1. The yield is 0.770. (2) The reactants are [CH2:1]([O:3][C:4]([CH:6]1[CH2:11][CH2:10][C:9](=O)[CH2:8][CH2:7]1)=[O:5])[CH3:2].Cl.[F:14][C:15]([F:26])([F:25])[O:16][C:17]1[CH:22]=[CH:21][C:20]([NH:23]N)=[CH:19][CH:18]=1. The catalyst is C(O)C. The product is [F:14][C:15]([F:25])([F:26])[O:16][C:17]1[CH:22]=[C:21]2[C:20](=[CH:19][CH:18]=1)[NH:23][C:9]1[CH2:10][CH2:11][CH:6]([C:4]([O:3][CH2:1][CH3:2])=[O:5])[CH2:7][C:8]2=1. The yield is 0.920. (3) The reactants are [Li][CH2:2][CH2:3][CH2:4][CH3:5].[Br-].C([P+](C1C=CC=CC=1)(C1C=CC=CC=1)C1C=CC=CC=1)CC.[N+:29]([C:32]1[CH:33]=[C:34]([CH:37]=[CH:38][CH:39]=1)C=O)([O-:31])=[O:30].[NH4+].[Cl-]. The catalyst is C1COCC1.O. The product is [CH:2](/[C:38]1[CH:37]=[CH:34][CH:33]=[C:32]([N+:29]([O-:31])=[O:30])[CH:39]=1)=[CH:3]\[CH2:4][CH3:5]. The yield is 0.660. (4) The reactants are [C:1]([CH2:3][N:4]1[C:12]2[CH2:11][CH2:10][CH2:9][CH2:8][C:7]=2[CH:6]=[C:5]1[C:13]([O:15][CH2:16][CH3:17])=[O:14])#[N:2].Cl.C(OCC)(=O)C. The catalyst is [Pd].C(O)C. The product is [NH2:2][CH2:1][CH2:3][N:4]1[C:12]2[CH2:11][CH2:10][CH2:9][CH2:8][C:7]=2[CH:6]=[C:5]1[C:13]([O:15][CH2:16][CH3:17])=[O:14]. The yield is 0.710. (5) The reactants are [C:1]([CH2:9][C:10](OCC)=[O:11])(=[O:8])[C:2]1[CH:7]=[CH:6][CH:5]=[CH:4][CH:3]=1.N1CCCCC1.[CH2:21]([S:23][C:24]1[CH:31]=[CH:30][C:27]([CH:28]=O)=[C:26]([OH:32])[CH:25]=1)[CH3:22]. The catalyst is C(O)C. The product is [CH2:21]([S:23][C:24]1[CH:25]=[C:26]2[C:27]([CH:28]=[C:9]([C:1](=[O:8])[C:2]3[CH:7]=[CH:6][CH:5]=[CH:4][CH:3]=3)[C:10](=[O:11])[O:32]2)=[CH:30][CH:31]=1)[CH3:22]. The yield is 0.670. (6) The reactants are [CH3:1][C:2]1[CH:3]=[C:4]([C:8]([C:10]2[CH:11]=[N:12][CH:13]=[CH:14][C:15]=2[CH3:16])=O)[O:5][C:6]=1[CH3:7].[NH3:17]. The catalyst is CO. The product is [CH3:1][C:2]1[CH:3]=[C:4]([OH:5])[C:8]([C:10]2[CH:11]=[N:12][CH:13]=[CH:14][C:15]=2[CH3:16])=[N:17][C:6]=1[CH3:7]. The yield is 0.200. (7) The yield is 0.620. The product is [C:11]([C:9]1[S:10][C:3]2[C:2]([N:14]3[CH2:19][CH2:18][CH:17]([CH2:20][CH2:21][CH2:22][NH:23][C:24](=[O:30])[O:25][C:26]([CH3:28])([CH3:27])[CH3:29])[CH2:16][CH2:15]3)=[N:7][CH:6]=[N:5][C:4]=2[CH:8]=1)(=[O:12])[NH2:13]. The reactants are Cl[C:2]1[C:3]2[S:10][C:9]([C:11]([NH2:13])=[O:12])=[CH:8][C:4]=2[N:5]=[CH:6][N:7]=1.[N:14]1[CH:19]=[CH:18][C:17]([CH2:20][CH2:21][CH2:22][NH:23][C:24](=[O:30])[O:25][C:26]([CH3:29])([CH3:28])[CH3:27])=[CH:16][CH:15]=1.CCN(C(C)C)C(C)C. The catalyst is CC#N. (8) The reactants are [CH3:1][C:2]1[S:3][C:4]2[C:13]3[C:12](=[CH:14][CH2:15][NH:16][C:17](=[O:19])[CH3:18])[CH2:11][CH2:10][C:9]=3[CH:8]=[CH:7][C:5]=2[N:6]=1. The catalyst is CO.[C].[Pd]. The product is [CH3:1][C:2]1[S:3][C:4]2[C:13]3[CH:12]([CH2:14][CH2:15][NH:16][C:17](=[O:19])[CH3:18])[CH2:11][CH2:10][C:9]=3[CH:8]=[CH:7][C:5]=2[N:6]=1. The yield is 0.810. (9) The reactants are [CH2:1]([O:3][C:4]([C:6]1[C:10]([C:11]#[CH:12])=[CH:9][S:8][C:7]=1[NH:13]C(OC(C)(C)C)=O)=[O:5])[CH3:2].N1C(C)=CC=CC=1C.FC(F)(F)S(O[Si](C(C)(C)C)(C)C)(=O)=O.[F-].C([N+](CCCC)(CCCC)CCCC)CCC. The catalyst is C(Cl)Cl.CCOC(C)=O. The product is [CH2:1]([O:3][C:4]([C:6]1[C:10]([C:11]#[CH:12])=[CH:9][S:8][C:7]=1[NH2:13])=[O:5])[CH3:2]. The yield is 0.770.